Dataset: Catalyst prediction with 721,799 reactions and 888 catalyst types from USPTO. Task: Predict which catalyst facilitates the given reaction. (1) Reactant: [Cl-].[Al+3].[Cl-].[Cl-].[CH:5]1(Cl)[CH2:10][CH2:9][CH2:8][CH2:7][CH2:6]1. Product: [CH:5]1([C:5]2[C:6]([CH:5]3[CH2:10][CH2:9][CH2:8][CH2:7][CH2:6]3)=[C:7]([CH:5]3[CH2:10][CH2:9][CH2:8][CH2:7][CH2:6]3)[CH:8]=[CH:9][CH:10]=2)[CH2:10][CH2:9][CH2:8][CH2:7][CH2:6]1. The catalyst class is: 48. (2) Reactant: [NH2:1][C:2]1[C:3]([C:13]([O:15][CH2:16][CH3:17])=[O:14])=[N:4][C:5]2[C:10]([CH:11]=1)=[CH:9][N:8]=[C:7]([Br:12])[CH:6]=2.CCN(C(C)C)C(C)C.Cl[C:28]([O:30][CH2:31][C:32]1[CH:37]=[CH:36][CH:35]=[CH:34][CH:33]=1)=[O:29]. Product: [CH2:31]([O:30][C:28]([NH:1][C:2]1[C:3]([C:13]([O:15][CH2:16][CH3:17])=[O:14])=[N:4][C:5]2[C:10]([CH:11]=1)=[CH:9][N:8]=[C:7]([Br:12])[CH:6]=2)=[O:29])[C:32]1[CH:37]=[CH:36][CH:35]=[CH:34][CH:33]=1. The catalyst class is: 2. (3) Reactant: C(N(CC)CC)C.[C:8](OC(=O)C)(=[O:10])[CH3:9].[CH3:15][C:16]1([CH3:30])[C:20]([CH3:22])([CH3:21])[O:19][B:18]([C:23]2[CH:24]=[CH:25][C:26]([NH2:29])=[N:27][CH:28]=2)[O:17]1. Product: [CH3:22][C:20]1([CH3:21])[C:16]([CH3:30])([CH3:15])[O:17][B:18]([C:23]2[CH:24]=[CH:25][C:26]([NH:29][C:8](=[O:10])[CH3:9])=[N:27][CH:28]=2)[O:19]1. The catalyst class is: 119. (4) The catalyst class is: 2. Product: [NH2:7][CH:8]([C:12]1[CH:20]=[CH:19][C:18]([Cl:21])=[CH:17][C:13]=1[C:14]([OH:16])=[O:15])[CH:9]([CH3:10])[CH3:11]. Reactant: C(S([NH:7][CH:8]([C:12]1[CH:20]=[CH:19][C:18]([Cl:21])=[CH:17][C:13]=1[C:14]([OH:16])=[O:15])[CH:9]([CH3:11])[CH3:10])=O)(C)(C)C.Cl.CO.CCN(CC)CC. (5) Reactant: CO[C:3]1[C:12]2[C:7](=[CH:8][CH:9]=[CH:10][CH:11]=2)[CH:6]=[CH:5][C:4]=1[C:13]([OH:15])=[O:14].C([Mg]Br)C.[CH3:20][O:21][C:22]1[CH:27]=[CH:26][CH:25]=[CH:24][C:23]=1[Mg]Br.Cl. Product: [CH3:20][O:21][C:22]1[CH:27]=[CH:26][CH:25]=[CH:24][C:23]=1[C:3]1[C:12]2[C:7](=[CH:8][CH:9]=[CH:10][CH:11]=2)[CH:6]=[CH:5][C:4]=1[C:13]([OH:15])=[O:14]. The catalyst class is: 20. (6) The catalyst class is: 9. Product: [Br:1][C:2]1([S:19]([C:13]2[CH:18]=[CH:17][CH:16]=[CH:15][CH:14]=2)(=[O:21])=[O:20])[C:6]2=[N:7][CH:8]=[CH:9][N:10]=[C:5]2[NH:4][CH2:3]1. Reactant: [Br:1][C:2]1[C:6]2=[N:7][CH:8]=[CH:9][N:10]=[C:5]2[NH:4][CH:3]=1.[H-].[Na+].[C:13]1([S:19](Cl)(=[O:21])=[O:20])[CH:18]=[CH:17][CH:16]=[CH:15][CH:14]=1. (7) Reactant: Cl[C:2]1[CH:7]=[C:6]([C:8]2[CH:13]=[CH:12][CH:11]=[CH:10][CH:9]=2)[N:5]=[C:4]([NH:14][C:15](=[O:32])[CH2:16][CH2:17][C:18]([C:20]2[CH:25]=[CH:24][C:23]([O:26][CH2:27][CH3:28])=[C:22]([O:29][CH2:30][CH3:31])[CH:21]=2)=[O:19])[CH:3]=1.C1(C2C=CC=CC=2)C=CC=CC=1P(C1CCCCC1)C1CCCCC1.C(=O)([O-])[O-].[K+].[K+].CC1(C)C(C)(C)OB([C:72]2[CH:73]=[C:74]([CH2:78][C:79]#[N:80])[CH:75]=[CH:76][CH:77]=2)O1. Product: [C:79]([CH2:78][C:74]1[CH:73]=[C:72]([C:2]2[CH:7]=[C:6]([C:8]3[CH:13]=[CH:12][CH:11]=[CH:10][CH:9]=3)[N:5]=[C:4]([NH:14][C:15](=[O:32])[CH2:16][CH2:17][C:18]([C:20]3[CH:25]=[CH:24][C:23]([O:26][CH2:27][CH3:28])=[C:22]([O:29][CH2:30][CH3:31])[CH:21]=3)=[O:19])[CH:3]=2)[CH:77]=[CH:76][CH:75]=1)#[N:80]. The catalyst class is: 110. (8) Product: [C:12]1([CH:8]=[CH:2][CH2:3][CH2:4][C:5](=[O:7])[CH3:6])[CH:17]=[CH:16][CH:15]=[CH:14][CH:13]=1. Reactant: C[C:2](=[CH2:8])[CH2:3][CH2:4][C:5](=[O:7])[CH3:6].C(Cl)C=C[C:12]1[CH:17]=[CH:16][CH:15]=[CH:14][CH:13]=1. The catalyst class is: 8. (9) Reactant: [H-].[H-].[H-].[H-].[Li+].[Al+3].N#N.C[O:10][C:11](=O)[C:12]1[CH:17]=[C:16]([O:18][CH2:19][CH2:20][CH2:21][CH2:22][CH2:23][CH2:24][CH2:25][CH2:26][CH2:27][CH2:28][CH3:29])[CH:15]=[C:14]([O:30][CH2:31][CH2:32][CH2:33][CH2:34][CH2:35][CH2:36][CH2:37][CH2:38][CH2:39][CH2:40][CH3:41])[CH:13]=1.O. Product: [CH2:31]([O:30][C:14]1[CH:13]=[C:12]([CH:17]=[C:16]([O:18][CH2:19][CH2:20][CH2:21][CH2:22][CH2:23][CH2:24][CH2:25][CH2:26][CH2:27][CH2:28][CH3:29])[CH:15]=1)[CH2:11][OH:10])[CH2:32][CH2:33][CH2:34][CH2:35][CH2:36][CH2:37][CH2:38][CH2:39][CH2:40][CH3:41]. The catalyst class is: 28.